Task: Predict which catalyst facilitates the given reaction.. Dataset: Catalyst prediction with 721,799 reactions and 888 catalyst types from USPTO (1) Reactant: [BH4-].[Na+].[ClH:3].[CH3:4][O:5][C:6]1[CH:7]=[C:8]([CH:24]=[CH:25][C:26]=1[O:27][CH3:28])[CH2:9][CH2:10][O:11][C@H:12]1[CH2:17][CH2:16][CH2:15][CH2:14][C@@H:13]1[N:18]1[CH2:22][CH2:21][C:20](=[O:23])[CH2:19]1.Cl. Product: [ClH:3].[CH3:4][O:5][C:6]1[CH:7]=[C:8]([CH:24]=[CH:25][C:26]=1[O:27][CH3:28])[CH2:9][CH2:10][O:11][C@H:12]1[CH2:17][CH2:16][CH2:15][CH2:14][C@@H:13]1[N:18]1[CH2:22][CH2:21][CH:20]([OH:23])[CH2:19]1. The catalyst class is: 32. (2) Reactant: [OH:1][CH:2]1[CH2:5][N:4]([C:6]([O:8][C:9]([CH3:12])([CH3:11])[CH3:10])=[O:7])[CH2:3]1.C(N(CC)CC)C.[CH3:20][S:21](Cl)(=[O:23])=[O:22]. Product: [CH3:20][S:21]([O:1][CH:2]1[CH2:3][N:4]([C:6]([O:8][C:9]([CH3:12])([CH3:11])[CH3:10])=[O:7])[CH2:5]1)(=[O:23])=[O:22]. The catalyst class is: 4. (3) Reactant: O.NN.[F:4][CH:5]([F:31])[O:6][C:7]1[CH:12]=[CH:11][C:10]([N+:13]([O-])=O)=[C:9]([CH2:16][CH2:17][C:18]2[CH:23]=[C:22]([O:24][CH:25]([F:27])[F:26])[CH:21]=[CH:20][C:19]=2[N+:28]([O-])=O)[CH:8]=1. Product: [NH2:28][C:19]1[CH:20]=[CH:21][C:22]([O:24][CH:25]([F:27])[F:26])=[CH:23][C:18]=1[CH2:17][CH2:16][C:9]1[CH:8]=[C:7]([O:6][CH:5]([F:4])[F:31])[CH:12]=[CH:11][C:10]=1[NH2:13]. The catalyst class is: 29. (4) Reactant: [F:1][C:2]1[CH:10]=[C:9]2[C:5]([C:6]([C:11]([CH3:15])([CH3:14])[C:12]#[N:13])=[CH:7][NH:8]2)=[CH:4][CH:3]=1.[H-].[Al+3].[Li+].[H-].[H-].[H-]. Product: [F:1][C:2]1[CH:10]=[C:9]2[C:5]([C:6]([C:11]([CH3:15])([CH3:14])[CH2:12][NH2:13])=[CH:7][NH:8]2)=[CH:4][CH:3]=1. The catalyst class is: 1. (5) Reactant: C(OC(=O)[NH:7][C:8]1[CH:13]=[CH:12][C:11]([N:14]2[CH:18]=[CH:17][CH:16]=[CH:15]2)=[CH:10][C:9]=1[NH2:19])(C)(C)C.[CH3:21][O:22][C:23]([C:25]1[N:26]=[C:27]([C:30]2[CH:35]=[CH:34][CH:33]=[C:32]([C:36]3OC(C)(C)O[C:40](=[O:42])[CH:41]=3)[CH:31]=2)[O:28][CH:29]=1)=[O:24].C(O)(C(F)(F)F)=O. Product: [CH3:21][O:22][C:23]([C:25]1[N:26]=[C:27]([C:30]2[CH:35]=[CH:34][CH:33]=[C:32]([C:36]3[CH2:41][C:40](=[O:42])[NH:19][C:9]4[CH:10]=[C:11]([N:14]5[CH:18]=[CH:17][CH:16]=[CH:15]5)[CH:12]=[CH:13][C:8]=4[N:7]=3)[CH:31]=2)[O:28][CH:29]=1)=[O:24]. The catalyst class is: 2. (6) The catalyst class is: 5. Product: [CH3:1][O:2][C:3]1[C:4]([CH:26]=[C:27]([CH3:29])[CH3:28])=[CH:5][C:6]2[C:12]3[N:13]([C:21]4[CH:25]=[CH:24][S:23][CH:22]=4)[N:14]=[C:15]([C:16]([OH:18])=[O:17])[C:11]=3[CH2:10][O:9][C:7]=2[CH:8]=1. Reactant: [CH3:1][O:2][C:3]1[C:4]([CH:26]=[C:27]([CH3:29])[CH3:28])=[CH:5][C:6]2[C:12]3[N:13]([C:21]4[CH:25]=[CH:24][S:23][CH:22]=4)[N:14]=[C:15]([C:16]([O:18]CC)=[O:17])[C:11]=3[CH2:10][O:9][C:7]=2[CH:8]=1.C1COCC1.O.O[Li].O. (7) Reactant: [NH2:1][C@@H:2]([CH:52]1[CH2:57][CH2:56][S:55][CH2:54][CH2:53]1)[C:3]([N:5]1[CH2:9][CH2:8][CH2:7][C@H:6]1[C:10]1[NH:11][C:12]([C:15]2[CH:20]=[CH:19][C:18]([C:21]3[CH:22]=[C:23]4[C:28](=[CH:29][CH:30]=3)[CH:27]=[C:26]([C:31]3[NH:35][C:34]([C@@H:36]5[CH2:40][CH2:39][CH2:38][N:37]5[C:41](=[O:51])[C@@H:42]([NH:46][C:47](=[O:50])[O:48][CH3:49])[CH:43]([CH3:45])[CH3:44])=[N:33][CH:32]=3)[CH:25]=[CH:24]4)=[CH:17][CH:16]=2)=[CH:13][N:14]=1)=[O:4].C([O-])([O-])=O.[Na+].[Na+].Cl[C:65]([O:67][CH3:68])=[O:66]. Product: [CH3:68][O:67][C:65](=[O:66])[NH:1][C@@H:2]([CH:52]1[CH2:53][CH2:54][S:55][CH2:56][CH2:57]1)[C:3]([N:5]1[CH2:9][CH2:8][CH2:7][C@H:6]1[C:10]1[NH:11][C:12]([C:15]2[CH:20]=[CH:19][C:18]([C:21]3[CH:30]=[CH:29][C:28]4[C:23](=[CH:24][CH:25]=[C:26]([C:31]5[NH:35][C:34]([C@@H:36]6[CH2:40][CH2:39][CH2:38][N:37]6[C:41](=[O:51])[C@@H:42]([NH:46][C:47]([O:48][CH3:49])=[O:50])[CH:43]([CH3:44])[CH3:45])=[N:33][CH:32]=5)[CH:27]=4)[CH:22]=3)=[CH:17][CH:16]=2)=[CH:13][N:14]=1)=[O:4]. The catalyst class is: 6. (8) Reactant: [C:1]1(=[O:11])[O:6][C:4](=[O:5])[C:3]2=[CH:7][CH:8]=[CH:9][CH:10]=[C:2]12.[NH2:12][C:13]1[N:18]=[CH:17][C:16](/[CH:19]=[CH:20]/[C:21]([N:23]([CH3:35])[CH2:24][C:25]2[N:26]([CH3:34])[C:27]3[C:32]([CH:33]=2)=[CH:31][CH:30]=[CH:29][CH:28]=3)=[O:22])=[CH:15][CH:14]=1.C(=O)(O)[O-].[Na+]. Product: [C:4]([C:3]1[CH:7]=[CH:8][CH:9]=[CH:10][C:2]=1[C:1]([NH:12][C:13]1[N:18]=[CH:17][C:16](/[CH:19]=[CH:20]/[C:21]([N:23]([CH3:35])[CH2:24][C:25]2[N:26]([CH3:34])[C:27]3[C:32]([CH:33]=2)=[CH:31][CH:30]=[CH:29][CH:28]=3)=[O:22])=[CH:15][CH:14]=1)=[O:11])([OH:6])=[O:5]. The catalyst class is: 1.